Dataset: Full USPTO retrosynthesis dataset with 1.9M reactions from patents (1976-2016). Task: Predict the reactants needed to synthesize the given product. (1) The reactants are: [CH2:1]([C:3]1[O:4][C:5]([C:10]2[CH:15]=[CH:14][C:13]([C:16]([F:19])([F:18])[F:17])=[CH:12][CH:11]=2)=[CH:6][C:7]=1[CH:8]=[O:9])[CH3:2].[CH2:20]([Mg]Br)[CH:21]([CH3:23])[CH3:22].O1CCCC1. Given the product [CH2:1]([C:3]1[O:4][C:5]([C:10]2[CH:15]=[CH:14][C:13]([C:16]([F:19])([F:17])[F:18])=[CH:12][CH:11]=2)=[CH:6][C:7]=1[CH:8]([OH:9])[CH2:20][CH:21]([CH3:23])[CH3:22])[CH3:2], predict the reactants needed to synthesize it. (2) Given the product [ClH:39].[ClH:40].[CH3:1][O:2][C:3]1[CH:4]=[C:5]2[C:10](=[CH:11][CH:12]=1)[N:9]=[C:8]([C:13]1[CH:14]=[N:15][CH:16]=[CH:17][CH:18]=1)[N:7]=[C:6]2[N:19]1[C:27]2[C:22](=[CH:23][CH:24]=[C:25]([NH:28][C:37](=[O:38])[O:36][CH3:35])[CH:26]=2)[CH2:21][CH2:20]1, predict the reactants needed to synthesize it. The reactants are: [CH3:1][O:2][C:3]1[CH:4]=[C:5]2[C:10](=[CH:11][CH:12]=1)[N:9]=[C:8]([C:13]1[CH:14]=[N:15][CH:16]=[CH:17][CH:18]=1)[N:7]=[C:6]2[N:19]1[C:27]2[C:22](=[CH:23][CH:24]=[C:25]([NH2:28])[CH:26]=2)[CH2:21][CH2:20]1.N1C=CC=CC=1.[CH3:35][O:36][C:37]([Cl:39])=[O:38].[ClH:40]. (3) Given the product [ClH:19].[NH2:6][CH2:5][C:4](=[O:17])[CH2:3][CH:2]([CH3:18])[CH3:1], predict the reactants needed to synthesize it. The reactants are: [CH3:1][CH:2]([CH3:18])[CH2:3][C:4](=[O:17])[CH2:5][N:6]1C(=O)C2C(=CC=CC=2)C1=O.[ClH:19]. (4) Given the product [NH:17]1[C:18]2[C:14](=[C:13]([NH:12][C:2]3[C:7]([C:8]#[N:9])=[CH:6][N:5]=[C:4]([CH3:10])[C:3]=3[I:11])[CH:21]=[CH:20][CH:19]=2)[CH:15]=[CH:16]1, predict the reactants needed to synthesize it. The reactants are: Cl[C:2]1[C:7]([C:8]#[N:9])=[CH:6][N:5]=[C:4]([CH3:10])[C:3]=1[I:11].[NH2:12][C:13]1[CH:21]=[CH:20][CH:19]=[C:18]2[C:14]=1[CH:15]=[CH:16][NH:17]2. (5) Given the product [C:2]1([CH2:1][C:50]#[C:49][C:51]2[N:52]=[C:53]([CH:56]3[CH2:61][CH2:60][N:59]([C:62]([O:64][C:65]([CH3:68])([CH3:67])[CH3:66])=[O:63])[CH2:58][CH2:57]3)[S:54][CH:55]=2)[CH:7]=[CH:6][CH:5]=[CH:4][CH:3]=1, predict the reactants needed to synthesize it. The reactants are: [CH2:1](Cl)[C:2]1[CH:7]=[CH:6][CH:5]=[CH:4][CH:3]=1.C1(P(C2CCCCC2)C2C=CC=CC=2C2C(C(C)C)=CC(C(C)C)=CC=2C(C)C)CCCCC1.C(=O)([O-])[O-].[Cs+].[Cs+].[C:49]([C:51]1[N:52]=[C:53]([CH:56]2[CH2:61][CH2:60][N:59]([C:62]([O:64][C:65]([CH3:68])([CH3:67])[CH3:66])=[O:63])[CH2:58][CH2:57]2)[S:54][CH:55]=1)#[CH:50]. (6) Given the product [OH:63][C:52]1[CH:53]=[CH:54][C:55]([C:57]2[CH:62]=[CH:61][CH:60]=[CH:59][CH:58]=2)=[CH:56][C:51]=1[NH:50][C:23]([C:22]1[CH:21]=[CH:20][C:19]([CH:9]([C:10]([NH:12][C:13]2[CH:18]=[CH:17][CH:16]=[CH:15][CH:14]=2)=[O:11])[C:8]([NH:1][C:2]2[CH:7]=[CH:6][CH:5]=[CH:4][CH:3]=2)=[O:28])=[CH:27][CH:26]=1)=[O:25], predict the reactants needed to synthesize it. The reactants are: [NH:1]([C:8](=[O:28])[CH:9]([C:19]1[CH:27]=[CH:26][C:22]([C:23]([OH:25])=O)=[CH:21][CH:20]=1)[C:10]([NH:12][C:13]1[CH:18]=[CH:17][CH:16]=[CH:15][CH:14]=1)=[O:11])[C:2]1[CH:7]=[CH:6][CH:5]=[CH:4][CH:3]=1.CCN=C=NCCCN(C)C.C1C=CC2N(O)N=NC=2C=1.[NH2:50][C:51]1[CH:56]=[C:55]([C:57]2[CH:62]=[CH:61][CH:60]=[CH:59][CH:58]=2)[CH:54]=[CH:53][C:52]=1[OH:63]. (7) Given the product [Cl:1][C:2]1[CH:7]=[C:6]([NH:10][C:11]2[CH:22]=[CH:21][CH:20]=[CH:19][C:12]=2[C:13]([N:15]([O:17][CH3:18])[CH3:16])=[O:14])[C:5]([Cl:9])=[CH:4][N:3]=1, predict the reactants needed to synthesize it. The reactants are: [Cl:1][C:2]1[CH:7]=[C:6](I)[C:5]([Cl:9])=[CH:4][N:3]=1.[NH2:10][C:11]1[CH:22]=[CH:21][CH:20]=[CH:19][C:12]=1[C:13]([N:15]([O:17][CH3:18])[CH3:16])=[O:14].C(=O)([O-])[O-].[Cs+].[Cs+].CC1(C)C2C=CC=C(P(C3C=CC=CC=3)C3C=CC=CC=3)C=2OC2C1=CC=CC=2P(C1C=CC=CC=1)C1C=CC=CC=1.